This data is from Forward reaction prediction with 1.9M reactions from USPTO patents (1976-2016). The task is: Predict the product of the given reaction. (1) Given the reactants [F:1][C:2]([F:18])([F:17])[C:3]1[CH:8]=[CH:7][CH:6]=[CH:5][C:4]=1[C:9]1([CH2:13][C:14](=[O:16])[CH3:15])[CH2:12][CH2:11][CH2:10]1.[Br:19]Br.O, predict the reaction product. The product is: [Br:19][CH2:15][C:14](=[O:16])[CH2:13][C:9]1([C:4]2[CH:5]=[CH:6][CH:7]=[CH:8][C:3]=2[C:2]([F:17])([F:18])[F:1])[CH2:10][CH2:11][CH2:12]1. (2) Given the reactants [C:1]([O:5][C:6]([N:8]1[CH2:13][CH2:12][CH:11]([NH:14][C:15]2[CH:20]=[CH:19][C:18]([C:21]([O:23][CH2:24][CH:25]=[CH2:26])=[O:22])=[CH:17][C:16]=2[NH2:27])[CH2:10][CH2:9]1)=[O:7])([CH3:4])([CH3:3])[CH3:2].C(N(C(C)C)C(C)C)C.Cl[C:38](Cl)([O:40]C(=O)OC(Cl)(Cl)Cl)Cl, predict the reaction product. The product is: [CH2:24]([O:23][C:21]([C:18]1[CH:19]=[CH:20][C:15]2[N:14]([CH:11]3[CH2:12][CH2:13][N:8]([C:6]([O:5][C:1]([CH3:4])([CH3:3])[CH3:2])=[O:7])[CH2:9][CH2:10]3)[C:38](=[O:40])[NH:27][C:16]=2[CH:17]=1)=[O:22])[CH:25]=[CH2:26]. (3) Given the reactants [F:1][C:2]1[C:7]([O:8][CH3:9])=[CH:6][C:5]([O:10][CH3:11])=[C:4]([F:12])[C:3]=1[N:13]1[CH2:18][C:17]2[CH:19]=[N:20][C:21]3[N:25](S(C4C=CC=CC=4)(=O)=O)[CH:24]=[CH:23][C:22]=3[C:16]=2[N:15]([CH3:35])[C:14]1=[O:36].[Li+].CC([N-][CH:42]([CH3:44])[CH3:43])C.BrC(Cl)(Cl)C(Br)(Cl)Cl.[O:53]1CC[CH2:55][CH2:54]1, predict the reaction product. The product is: [F:1][C:2]1[C:7]([O:8][CH3:9])=[CH:6][C:5]([O:10][CH3:11])=[C:4]([F:12])[C:3]=1[N:13]1[CH2:18][C:17]2[CH:19]=[N:20][C:21]3[NH:25][C:24]([CH:43]4[CH2:42][CH2:44][O:53][CH2:54][CH2:55]4)=[CH:23][C:22]=3[C:16]=2[N:15]([CH3:35])[C:14]1=[O:36]. (4) The product is: [CH2:31]([NH:30][C:28]1[N:16]([CH2:15][C:12]2[CH:13]=[CH:14][C:9]([C:4]3[CH:5]=[CH:6][CH:7]=[CH:8][C:3]=3[C:1]#[N:2])=[CH:10][CH:11]=2)[C:17]2[C:18]([C:19]([O:21][CH3:22])=[O:20])=[CH:23][CH:24]=[CH:25][C:26]=2[N:27]=1)[CH3:32]. Given the reactants [C:1]([C:3]1[CH:8]=[CH:7][CH:6]=[CH:5][C:4]=1[C:9]1[CH:14]=[CH:13][C:12]([CH2:15][NH:16][C:17]2[C:26]([NH:27][C:28]([NH:30][CH2:31][CH3:32])=S)=[CH:25][CH:24]=[CH:23][C:18]=2[C:19]([O:21][CH3:22])=[O:20])=[CH:11][CH:10]=1)#[N:2].C([O-])(=O)C1C=CC=CC=1, predict the reaction product. (5) Given the reactants [C:1]([O:4][C@H:5]1[CH2:10][CH2:9][CH2:8][C@@H:7]([NH2:11])[CH2:6]1)(=[O:3])[CH3:2].[Cl:12][CH2:13][C:14]1[C:15]([C:29](Cl)=[O:30])=[N:16][O:17][C:18]=1[C:19]1[CH:24]=[CH:23][C:22]([C:25]([F:28])([F:27])[F:26])=[CH:21][CH:20]=1.C(N(CC)CC)C, predict the reaction product. The product is: [C:1]([O:4][C@H:5]1[CH2:10][CH2:9][CH2:8][C@@H:7]([NH:11][C:29]([C:15]2[C:14]([CH2:13][Cl:12])=[C:18]([C:19]3[CH:20]=[CH:21][C:22]([C:25]([F:28])([F:27])[F:26])=[CH:23][CH:24]=3)[O:17][N:16]=2)=[O:30])[CH2:6]1)(=[O:3])[CH3:2]. (6) Given the reactants [CH:1]1([C:4]2[CH:5]=[C:6]([CH2:19][OH:20])[CH:7]=[C:8]([O:16][CH2:17][CH3:18])[C:9]=2[N:10]2[CH2:15][CH2:14][CH2:13][CH2:12][CH2:11]2)[CH2:3][CH2:2]1.C(N(CC)CC)C.CS(C)=O.O, predict the reaction product. The product is: [CH:1]1([C:4]2[CH:5]=[C:6]([CH:7]=[C:8]([O:16][CH2:17][CH3:18])[C:9]=2[N:10]2[CH2:11][CH2:12][CH2:13][CH2:14][CH2:15]2)[CH:19]=[O:20])[CH2:2][CH2:3]1. (7) The product is: [C:27]([O:26][C:24]([N:21]1[CH2:22][CH2:23][CH:18]([CH2:17][N:16]2[CH:7]=[CH:6][C:5]3[C:10](=[CH:11][CH:12]=[CH:13][C:4]=3[N+:1]([O-:3])=[O:2])[C:9]2=[O:14])[CH2:19][CH2:20]1)=[O:25])([CH3:30])([CH3:29])[CH3:28]. Given the reactants [N+:1]([C:4]1[CH:13]=[CH:12][CH:11]=[C:10]2[C:5]=1[CH:6]=[CH:7]O[C:9]2=[O:14])([O-:3])=[O:2].Cl.[NH2:16][CH2:17][CH:18]1[CH2:23][CH2:22][N:21]([C:24]([O:26][C:27]([CH3:30])([CH3:29])[CH3:28])=[O:25])[CH2:20][CH2:19]1.CO, predict the reaction product.